Predict the product of the given reaction. From a dataset of Forward reaction prediction with 1.9M reactions from USPTO patents (1976-2016). (1) Given the reactants [CH2:1]([C@:8]([OH:42])([CH2:22][CH2:23][O:24][Si:25]([C:38]([CH3:41])([CH3:40])[CH3:39])([C:32]1[CH:37]=[CH:36][CH:35]=[CH:34][CH:33]=1)[C:26]1[CH:31]=[CH:30][CH:29]=[CH:28][CH:27]=1)[C:9]([NH:11][C@H:12]1[C:20]2[C:15](=[CH:16][CH:17]=[CH:18][CH:19]=2)[CH2:14][C@H:13]1[OH:21])=[O:10])[C:2]1[CH:7]=[CH:6][CH:5]=[CH:4][CH:3]=1.[C:43]1(C)[CH:48]=CC(S(O)(=O)=O)=C[CH:44]=1.[NH+]1C=CC=CC=1.COC(C)=C.C([O-])(O)=O.[Na+], predict the reaction product. The product is: [CH2:1]([C@:8]([OH:42])([CH2:22][CH2:23][O:24][Si:25]([C:38]([CH3:39])([CH3:41])[CH3:40])([C:26]1[CH:31]=[CH:30][CH:29]=[CH:28][CH:27]=1)[C:32]1[CH:37]=[CH:36][CH:35]=[CH:34][CH:33]=1)[C:9]([N:11]1[C@H:12]2[C:20]3[CH:19]=[CH:18][CH:17]=[CH:16][C:15]=3[CH2:14][C@H:13]2[O:21][C:43]1([CH3:48])[CH3:44])=[O:10])[C:2]1[CH:7]=[CH:6][CH:5]=[CH:4][CH:3]=1. (2) Given the reactants [F:1][C:2]([F:27])([F:26])[C:3]1[C:12]([O:13][C@H:14]2[CH2:19][CH2:18][C@@H:17]([C:20](F)(F)F)[CH2:16][CH2:15]2)=[CH:11][CH:10]=[C:9]2[C:4]=1[CH:5]=[CH:6][C:7]([CH:24]=[O:25])=[CH:8]2.C[C@H]1CC[C@H](O)CC1, predict the reaction product. The product is: [CH3:20][C@@H:17]1[CH2:16][CH2:15][C@H:14]([O:13][C:12]2[C:3]([C:2]([F:1])([F:26])[F:27])=[C:4]3[C:9](=[CH:10][CH:11]=2)[CH:8]=[C:7]([CH:24]=[O:25])[CH:6]=[CH:5]3)[CH2:19][CH2:18]1.